From a dataset of Full USPTO retrosynthesis dataset with 1.9M reactions from patents (1976-2016). Predict the reactants needed to synthesize the given product. (1) Given the product [F:14][C:15]1[CH:16]=[C:17]([CH:21]=[CH:22][C:23]=1[F:24])[CH2:18][CH:2]1[C:9]2[CH:8]=[C:7]([C:10]([O:12][CH3:13])=[O:11])[NH:6][C:5]=2[CH2:4][CH2:3]1, predict the reactants needed to synthesize it. The reactants are: O=[C:2]1[C:9]2[CH:8]=[C:7]([C:10]([O:12][CH3:13])=[O:11])[NH:6][C:5]=2[CH2:4][CH2:3]1.[F:14][C:15]1[CH:16]=[C:17]([CH:21]=[CH:22][C:23]=1[F:24])[CH2:18][Mg]Br. (2) The reactants are: B(Br)(Br)Br.Br.[NH2:6][C:7]1[C:16]2[N:17]=[C:18]([CH2:25][CH2:26][O:27]C)[N:19]([CH2:20][C:21]([CH3:24])([OH:23])[CH3:22])[C:15]=2[C:14]2[N:13]=[CH:12][CH:11]=[CH:10][C:9]=2[N:8]=1.Cl.[OH-].[Na+]. Given the product [NH2:6][C:7]1[C:16]2[N:17]=[C:18]([CH2:25][CH2:26][OH:27])[N:19]([CH2:20][C:21]([CH3:22])([OH:23])[CH3:24])[C:15]=2[C:14]2[N:13]=[CH:12][CH:11]=[CH:10][C:9]=2[N:8]=1, predict the reactants needed to synthesize it. (3) Given the product [C:20](=[O:21])([O-:25])[O-:23].[CH3:1][N+:2]([CH3:20])([CH3:19])[CH2:3][CH2:4][CH2:5][CH2:6][CH2:7][CH2:8][CH2:9][CH2:10][CH2:11][CH2:12][CH2:13][CH2:14][CH2:15][CH2:16][CH2:17][CH3:18].[CH3:1][N+:2]([CH2:3][CH2:4][CH2:5][CH2:6][CH2:7][CH2:8][CH2:9][CH2:10][CH2:11][CH2:12][CH2:13][CH2:14][CH2:15][CH2:16][CH2:17][CH3:18])([CH3:20])[CH3:19], predict the reactants needed to synthesize it. The reactants are: [CH3:1][N:2]([CH3:19])[CH2:3][CH2:4][CH2:5][CH2:6][CH2:7][CH2:8][CH2:9][CH2:10][CH2:11][CH2:12][CH2:13][CH2:14][CH2:15][CH2:16][CH2:17][CH3:18].[C:20](=[O:25])([O:23]C)[O:21]C. (4) Given the product [OH:27][CH2:26][CH2:25][CH2:24][N:22]([CH3:23])[C:3]1[C:2]([C:32]2[CH:33]=[N:28][CH:29]=[N:30][CH:31]=2)=[CH:21][C:6]([C:7]([NH:9][C:10]2[CH:15]=[CH:14][C:13]([O:16][C:17]([F:20])([F:19])[F:18])=[CH:12][CH:11]=2)=[O:8])=[CH:5][N:4]=1, predict the reactants needed to synthesize it. The reactants are: Br[C:2]1[C:3]([N:22]([CH2:24][CH2:25][CH2:26][OH:27])[CH3:23])=[N:4][CH:5]=[C:6]([CH:21]=1)[C:7]([NH:9][C:10]1[CH:15]=[CH:14][C:13]([O:16][C:17]([F:20])([F:19])[F:18])=[CH:12][CH:11]=1)=[O:8].[N:28]1[CH:33]=[C:32](B(O)O)[CH:31]=[N:30][CH:29]=1.C([O-])([O-])=O.[Na+].[Na+].CCO. (5) Given the product [CH3:1][O:2][C:3](=[O:38])[CH2:4][C@H:5]1[C:9]2[CH:10]=[CH:11][C:12]([O:14][C@H:15]3[C:23]4[C:18](=[C:19]([O:25][C:26]5[CH:31]=[CH:30][C:29]([CH:32]6[CH2:33][CH2:34][O:35][CH2:36][CH2:37]6)=[CH:28][CH:27]=5)[CH:20]=[CH:21][C:22]=4[F:24])[CH2:17][CH2:16]3)=[CH:13][C:8]=2[O:7][CH2:6]1, predict the reactants needed to synthesize it. The reactants are: [CH3:1][O:2][C:3](=[O:38])[CH2:4][C@H:5]1[C:9]2[CH:10]=[CH:11][C:12]([O:14][C@H:15]3[C:23]4[C:18](=[C:19]([O:25][C:26]5[CH:31]=[CH:30][C:29]([C:32]6[CH2:33][CH2:34][O:35][CH2:36][CH:37]=6)=[CH:28][CH:27]=5)[CH:20]=[CH:21][C:22]=4[F:24])[CH2:17][CH2:16]3)=[CH:13][C:8]=2[O:7][CH2:6]1.C(N(CC)CC)C. (6) Given the product [C:16]1([O:15][C:13](=[O:14])[NH:9][C:8]2[CH:7]=[CH:6][C:5]([CH:1]([CH2:2][CH3:4])[CH3:22])=[CH:11][CH:10]=2)[CH:21]=[CH:20][CH:19]=[CH:18][CH:17]=1, predict the reactants needed to synthesize it. The reactants are: [CH2:1]([C:5]1[CH:11]=[CH:10][C:8]([NH2:9])=[CH:7][CH:6]=1)[CH:2]([CH3:4])C.Cl[C:13]([O:15][C:16]1[CH:21]=[CH:20][CH:19]=[CH:18][CH:17]=1)=[O:14].[CH3:22]COC(C)=O.CCCCCC.